From a dataset of Forward reaction prediction with 1.9M reactions from USPTO patents (1976-2016). Predict the product of the given reaction. (1) Given the reactants Br[C:2]1[N:7]=[C:6]([CH:8]=[O:9])[CH:5]=[CH:4][CH:3]=1.[CH2:10]([O:14][C:15]1[CH:20]=[CH:19][C:18](B(O)O)=[CH:17][C:16]=1[Cl:24])[CH2:11][CH2:12][CH3:13].C(=O)([O-])[O-].[Cs+].[Cs+], predict the reaction product. The product is: [CH2:10]([O:14][C:15]1[CH:20]=[CH:19][C:18]([C:2]2[N:7]=[C:6]([CH:8]=[O:9])[CH:5]=[CH:4][CH:3]=2)=[CH:17][C:16]=1[Cl:24])[CH2:11][CH2:12][CH3:13]. (2) Given the reactants [CH3:1][O:2][C:3]([C@@H:5]1[CH2:9][CH2:8][C:7](=[O:10])[N:6]1[C:11]([O:13][C:14]([CH3:17])([CH3:16])[CH3:15])=[O:12])=[O:4].[C:18](OC(=O)C)(=[O:20])[CH3:19].CCN(CC)CC, predict the reaction product. The product is: [CH3:1][O:2][C:3]([C@@H:5]1[CH2:9][CH2:8][CH:7]([O:10][C:18](=[O:20])[CH3:19])[N:6]1[C:11]([O:13][C:14]([CH3:17])([CH3:16])[CH3:15])=[O:12])=[O:4]. (3) Given the reactants [C:1]([N:4]1[C:12]2[C:7](=[CH:8][C:9]([C:13](=[O:15])[CH3:14])=[CH:10][CH:11]=2)[CH2:6][C:5]1=[O:16])(=[O:3])[CH3:2].[CH3:17][O:18][C:19]1[CH:20]=[C:21]([CH:25]=[C:26]([O:28][CH3:29])[CH:27]=1)[C:22](O)=[O:23], predict the reaction product. The product is: [C:1]([N:4]1[C:12]2[C:7](=[CH:8][C:9]([C:13](=[O:15])[CH3:14])=[CH:10][CH:11]=2)[C:6](=[C:22]([C:21]2[CH:25]=[C:26]([O:28][CH3:29])[CH:27]=[C:19]([O:18][CH3:17])[CH:20]=2)[OH:23])[C:5]1=[O:16])(=[O:3])[CH3:2]. (4) Given the reactants FC(F)(F)S(O)(=O)=O.[Cl:9][C:10]1[CH:11]=[C:12]([CH:23]=[C:24]([Cl:26])[CH:25]=1)[CH:13]=[N:14][CH2:15][CH:16](OCC)OCC.CO.[OH-].[NH4+], predict the reaction product. The product is: [Cl:9][C:10]1[CH:25]=[C:24]([Cl:26])[CH:23]=[C:12]2[C:11]=1[CH:16]=[CH:15][N:14]=[CH:13]2. (5) The product is: [Cl:22][C:19]1[CH:20]=[CH:21][C:16]([C:11]2[C:10]3[CH:23]=[CH:24][C:7]([O:6][CH2:5][CH2:4][CH2:3][CH2:2][N:25]4[CH2:30][CH2:29][CH2:28][CH2:27][CH2:26]4)=[CH:8][C:9]=3[S:13](=[O:15])(=[O:14])[N:12]=2)=[CH:17][CH:18]=1. Given the reactants Br[CH2:2][CH2:3][CH2:4][CH2:5][O:6][C:7]1[CH:24]=[CH:23][C:10]2[C:11]([C:16]3[CH:21]=[CH:20][C:19]([Cl:22])=[CH:18][CH:17]=3)=[N:12][S:13](=[O:15])(=[O:14])[C:9]=2[CH:8]=1.[NH:25]1[CH2:30][CH2:29][CH2:28][CH2:27][CH2:26]1, predict the reaction product. (6) The product is: [Cl:1][C:2]1[CH:7]=[C:6]([Cl:8])[CH:5]=[CH:4][C:3]=1[C:9]1[N:10]=[C:11]([CH2:30][CH3:31])[C:12]([NH:17][C@H:18]2[C:26]3[C:21](=[CH:22][CH:23]=[CH:24][CH:25]=3)[CH2:20][C@H:19]2[O:27][CH3:28])=[N:13][C:14]=1[CH2:15][CH3:16]. Given the reactants [Cl:1][C:2]1[CH:7]=[C:6]([Cl:8])[CH:5]=[CH:4][C:3]=1[C:9]1[N:10]=[C:11]([CH2:30][CH3:31])[C:12]([NH:17][C@@H:18]2[C:26]3[C:21](=[CH:22][CH:23]=[CH:24][CH:25]=3)[CH2:20][C@@H:19]2[O:27][CH2:28]C)=[N:13][C:14]=1[CH2:15][CH3:16].ClC1C=C(Cl)C=CC=1C1N=C(CC)C(N[C@H]2C3C(=CC=CC=3)C[C@H]2O)=NC=1CC.IC, predict the reaction product. (7) Given the reactants N[C@H](C([O-])=O)CCC([O-])=O.O=C(CCC([O-])=O)C([O-])=O.[CH:21]1[N:22]=[C:23]([NH2:64])[C:24]2[N:29]=[CH:28][N:27]([C@@H:30]3[O:34][C@H:33]([CH2:35][O:36][P:37]([O:40][P:41]([O:44][CH2:45][C@H:46]4[O:50][C@@H:49]([N:51]5[CH:56]=[C:55]([C:57]([NH2:59])=[O:58])[CH2:54][CH:53]=[CH:52]5)[C@H:48]([OH:60])[C@@H:47]4[OH:61])([OH:43])=[O:42])([OH:39])=[O:38])[C@@H:32]([OH:62])[C@H:31]3[OH:63])[C:25]=2[N:26]=1.N, predict the reaction product. The product is: [CH:21]1[N:22]=[C:23]([NH2:64])[C:24]2[N:29]=[CH:28][N:27]([C@@H:30]3[O:34][C@H:33]([CH2:35][O:36][P:37]([O:40][P:41]([O:44][CH2:45][C@H:46]4[O:50][C@@H:49]([N:51]5[CH:56]=[C:55]([C:57]([NH2:59])=[O:58])[CH2:54][CH:53]=[CH:52]5)[C@H:48]([OH:60])[C@@H:47]4[OH:61])([OH:43])=[O:42])([OH:39])=[O:38])[C@@H:32]([OH:62])[C@H:31]3[OH:63])[C:25]=2[N:26]=1.[CH:53]1[CH:52]=[N+:51]([C@@H:49]2[O:50][C@H:46]([CH2:45][O:44][P:41]([O:40][P:37]([O:36][CH2:35][C@H:33]3[O:34][C@@H:30]([N:27]4[C:25]5[N:26]=[CH:21][N:22]=[C:23]([NH2:64])[C:24]=5[N:29]=[CH:28]4)[C@H:31]([OH:63])[C@@H:32]3[OH:62])([OH:39])=[O:38])([OH:43])=[O:42])[C@@H:47]([OH:61])[C@H:48]2[OH:60])[CH:56]=[C:55]([C:57]([NH2:59])=[O:58])[CH:54]=1. (8) Given the reactants [C:1]([O:5][C:6](=[O:20])[NH:7][C:8]1[CH:13]=[C:12]([C:14]([F:17])([F:16])[F:15])[C:11]([CH3:18])=[CH:10][C:9]=1[NH2:19])([CH3:4])([CH3:3])[CH3:2].C([O:25][C:26](=O)[CH2:27][C:28]([C:30]1[CH:35]=[CH:34][CH:33]=[C:32]([C:36]2[CH:41]=[CH:40][N:39]=[C:38]([CH3:42])[CH:37]=2)[CH:31]=1)=[O:29])(C)(C)C, predict the reaction product. The product is: [C:1]([O:5][C:6](=[O:20])[NH:7][C:8]1[CH:13]=[C:12]([C:14]([F:17])([F:16])[F:15])[C:11]([CH3:18])=[CH:10][C:9]=1[NH:19][C:26](=[O:25])[CH2:27][C:28]([C:30]1[CH:35]=[CH:34][CH:33]=[C:32]([C:36]2[CH:41]=[CH:40][N:39]=[C:38]([CH3:42])[CH:37]=2)[CH:31]=1)=[O:29])([CH3:4])([CH3:2])[CH3:3]. (9) Given the reactants [Cl:1][C:2]1[C:7]([C:8]#[CH:9])=[C:6](/[N:10]=[N:11]/[N:12]([CH2:15][CH3:16])[CH2:13][CH3:14])[C:5]([C:17]2[CH:22]=[CH:21][CH:20]=[C:19]([F:23])[CH:18]=2)=[C:4]([C:24](=[O:26])[CH3:25])[CH:3]=1.[BH4-].[Na+], predict the reaction product. The product is: [Cl:1][C:2]1[C:7]([C:8]#[CH:9])=[C:6](/[N:10]=[N:11]/[N:12]([CH2:15][CH3:16])[CH2:13][CH3:14])[C:5]([C:17]2[CH:22]=[CH:21][CH:20]=[C:19]([F:23])[CH:18]=2)=[C:4]([CH:24]([OH:26])[CH3:25])[CH:3]=1. (10) Given the reactants [Br:1][C:2]1[CH:3]=[CH:4][C:5](I)=[C:6]([CH:10]=1)[C:7]([OH:9])=[O:8].[CH3:12][CH:13]([OH:16])[C:14]#[CH:15].CCN(CC)CC, predict the reaction product. The product is: [Br:1][C:2]1[CH:10]=[C:6]2[C:5]([CH:15]=[C:14]([CH:13]([OH:16])[CH3:12])[O:9][C:7]2=[O:8])=[CH:4][CH:3]=1.